From a dataset of Full USPTO retrosynthesis dataset with 1.9M reactions from patents (1976-2016). Predict the reactants needed to synthesize the given product. (1) Given the product [Br:1][C:2]1[C:3]([Cl:9])=[CH:4][C:5]([OH:11])=[N:6][CH:7]=1, predict the reactants needed to synthesize it. The reactants are: [Br:1][C:2]1[C:3]([Cl:9])=[CH:4][C:5](N)=[N:6][CH:7]=1.S(=O)(=O)(O)[OH:11].N([O-])=O.[Na+].O. (2) Given the product [Cl:1][C:2]1[CH:10]=[CH:9][C:5]([C@@H:6]([OH:8])[CH2:7][N:11]([CH2:18][CH2:19][OH:20])[C:12]2[CH:17]=[CH:16][CH:15]=[CH:14][CH:13]=2)=[CH:4][CH:3]=1, predict the reactants needed to synthesize it. The reactants are: [Cl:1][C:2]1[CH:10]=[CH:9][C:5]([C@H:6]2[O:8][CH2:7]2)=[CH:4][CH:3]=1.[NH:11]([CH2:18][CH2:19][OH:20])[C:12]1[CH:17]=[CH:16][CH:15]=[CH:14][CH:13]=1.